Task: Regression. Given two drug SMILES strings and cell line genomic features, predict the synergy score measuring deviation from expected non-interaction effect.. Dataset: NCI-60 drug combinations with 297,098 pairs across 59 cell lines (1) Drug 1: C1C(C(OC1N2C=C(C(=O)NC2=O)F)CO)O. Drug 2: CC1=C(C(CCC1)(C)C)C=CC(=CC=CC(=CC(=O)O)C)C. Cell line: SK-OV-3. Synergy scores: CSS=17.2, Synergy_ZIP=-6.90, Synergy_Bliss=1.61, Synergy_Loewe=1.70, Synergy_HSA=0.419. (2) Drug 1: CC(CN1CC(=O)NC(=O)C1)N2CC(=O)NC(=O)C2. Drug 2: C1=CC=C(C=C1)NC(=O)CCCCCCC(=O)NO. Cell line: MCF7. Synergy scores: CSS=23.7, Synergy_ZIP=-3.98, Synergy_Bliss=2.87, Synergy_Loewe=0.848, Synergy_HSA=5.76.